This data is from Catalyst prediction with 721,799 reactions and 888 catalyst types from USPTO. The task is: Predict which catalyst facilitates the given reaction. (1) Reactant: [C:1]([O:5][C:6](=[O:13])[NH:7][CH:8]1[CH2:11][C:10](=O)[CH2:9]1)([CH3:4])([CH3:3])[CH3:2].[C:14]([N:17]1[CH2:22][CH2:21][NH:20][CH2:19][CH2:18]1)(=[O:16])[CH3:15].C(O[BH-](OC(=O)C)OC(=O)C)(=O)C.[Na+]. Product: [C:1]([O:5][C:6](=[O:13])[NH:7][CH:8]1[CH2:11][CH:10]([N:20]2[CH2:21][CH2:22][N:17]([C:14](=[O:16])[CH3:15])[CH2:18][CH2:19]2)[CH2:9]1)([CH3:4])([CH3:3])[CH3:2]. The catalyst class is: 2. (2) Product: [CH2:15]([N:6]1[C:2]([Br:1])=[C:3]([N+:7]([O-:9])=[O:8])[N:4]=[CH:5]1)[C:16]1[CH:21]=[CH:20][CH:19]=[CH:18][CH:17]=1. Reactant: [Br:1][C:2]1[NH:6][CH:5]=[N:4][C:3]=1[N+:7]([O-:9])=[O:8].C(=O)(O)[O-].[Na+].[CH2:15](Br)[C:16]1[CH:21]=[CH:20][CH:19]=[CH:18][CH:17]=1. The catalyst class is: 9. (3) Reactant: [CH2:1]([N:8]1[C:13]([CH2:15][OH:16])([CH3:14])[CH2:12][O:11][CH:10]([CH3:17])[C:9]1=O)[C:2]1[CH:7]=[CH:6][CH:5]=[CH:4][CH:3]=1.CO. Product: [CH2:1]([N:8]1[CH2:9][CH:10]([CH3:17])[O:11][CH2:12][C:13]1([CH2:15][OH:16])[CH3:14])[C:2]1[CH:3]=[CH:4][CH:5]=[CH:6][CH:7]=1. The catalyst class is: 7. (4) Reactant: [Li+].C[Si]([N-][Si](C)(C)C)(C)C.[C:11]([O:14][C:15]([CH3:18])([CH3:17])[CH3:16])(=[O:13])[CH3:12].[F:19][C:20]([F:47])([F:46])[O:21][C:22]1[CH:23]=[C:24]2[C:28](=[CH:29][CH:30]=1)[N:27]([C:31]1[CH:36]=[CH:35][C:34]([C:37]([F:40])([F:39])[F:38])=[CH:33][CH:32]=1)[C:26]([C:41](OCC)=[O:42])=[CH:25]2.C([O-])(O)=O.[Na+]. Product: [O:42]=[C:41]([C:26]1[N:27]([C:31]2[CH:36]=[CH:35][C:34]([C:37]([F:40])([F:38])[F:39])=[CH:33][CH:32]=2)[C:28]2[C:24]([CH:25]=1)=[CH:23][C:22]([O:21][C:20]([F:19])([F:46])[F:47])=[CH:30][CH:29]=2)[CH2:12][C:11]([O:14][C:15]([CH3:18])([CH3:17])[CH3:16])=[O:13]. The catalyst class is: 1. (5) The catalyst class is: 4. Reactant: C(N(CC)CC)C.[CH3:8][CH:9]1[CH2:14][CH2:13][NH:12][CH2:11][CH2:10]1.Br[CH2:16][C:17]1[N:22]2[N:23]=[CH:24][N:25]=[C:21]2[N:20]=[C:19]([CH3:26])[C:18]=1[C:27]1[C:32]([F:33])=[CH:31][C:30]([F:34])=[CH:29][C:28]=1[F:35]. Product: [CH3:26][C:19]1[C:18]([C:27]2[C:32]([F:33])=[CH:31][C:30]([F:34])=[CH:29][C:28]=2[F:35])=[C:17]([CH2:16][N:12]2[CH2:13][CH2:14][CH:9]([CH3:8])[CH2:10][CH2:11]2)[N:22]2[N:23]=[CH:24][N:25]=[C:21]2[N:20]=1.